Dataset: Peptide-MHC class II binding affinity with 134,281 pairs from IEDB. Task: Regression. Given a peptide amino acid sequence and an MHC pseudo amino acid sequence, predict their binding affinity value. This is MHC class II binding data. The peptide sequence is KTVSEGAVDIINKWQ. The MHC is DRB1_0301 with pseudo-sequence DRB1_0301. The binding affinity (normalized) is 0.147.